From a dataset of Catalyst prediction with 721,799 reactions and 888 catalyst types from USPTO. Predict which catalyst facilitates the given reaction. (1) Reactant: [CH2:1]([Li])[CH2:2][CH2:3][CH3:4].C(NC(C)C)(C)C.[OH:13][C:14]1[N:21]=[C:20](C)[CH:19]=[CH:18][C:15]=1[C:16]#[N:17].C(Br)C=C. Product: [CH2:1]([C:20]1[CH:19]=[CH:18][C:15]([C:16]#[N:17])=[C:14]([OH:13])[N:21]=1)[CH2:2][CH:3]=[CH2:4]. The catalyst class is: 1. (2) Reactant: Br[C:2]1[S:6][C:5]([C:7]([N:9]([CH3:16])[C:10]2[CH:15]=[CH:14][CH:13]=[CH:12][CH:11]=2)=[O:8])=[CH:4][CH:3]=1.[C:17]1(B(O)O)[CH:22]=[CH:21][CH:20]=[CH:19][CH:18]=1. Product: [CH3:16][N:9]([C:10]1[CH:15]=[CH:14][CH:13]=[CH:12][CH:11]=1)[C:7]([C:5]1[S:6][C:2]([C:17]2[CH:22]=[CH:21][CH:20]=[CH:19][CH:18]=2)=[CH:3][CH:4]=1)=[O:8]. The catalyst class is: 492. (3) Reactant: [OH:1][C@@H:2]([CH3:10])[C:3]([N:5]1[CH2:9][CH2:8][CH2:7][CH2:6]1)=[O:4].C(N(CC)CC)C.[Br:18][CH:19]([C:23]1[CH:28]=[CH:27][C:26]([Cl:29])=[CH:25][CH:24]=1)[C:20](Cl)=[O:21]. Product: [Br:18][CH:19]([C:23]1[CH:28]=[CH:27][C:26]([Cl:29])=[CH:25][CH:24]=1)[C:20]([O:1][C@@H:2]([CH3:10])[C:3](=[O:4])[N:5]1[CH2:9][CH2:8][CH2:7][CH2:6]1)=[O:21]. The catalyst class is: 325. (4) Reactant: Cl.C(N=C=NCCCN(C)C)C.[CH3:13][C@H:14]([C:27]([OH:29])=[O:28])[C:15]1[CH:16]=[CH:17][C:18]2[CH:19]=[C:20]([O:25][CH3:26])[CH:21]=[CH:22][C:23]=2[CH:24]=1.O[CH2:31][CH2:32][N:33]1[CH:37]=[CH:36][N:35]=[CH:34]1.O1[CH2:42][CH2:41][CH2:40][CH2:39]1. Product: [CH3:26][O:25][C:20]1[CH:19]=[C:18]2[C:23](=[CH:22][CH:21]=1)[CH:24]=[C:15]([CH:14]([CH3:13])[C:27]([O:29][CH2:31][CH2:32][N:33]1[C:37]3[CH:39]=[CH:40][CH:41]=[CH:42][C:36]=3[N:35]=[CH:34]1)=[O:28])[CH:16]=[CH:17]2. The catalyst class is: 277. (5) Reactant: [NH2:1][C:2]1[N:3]=[C:4]([CH3:16])[C:5]2[CH:11]=[C:10](Br)[C:9](=[O:13])[N:8]([CH2:14][CH3:15])[C:6]=2[N:7]=1.C([Sn](CCCC)(CCCC)[C:22]1[S:23][CH:24]=[CH:25][N:26]=1)CCC. Product: [NH2:1][C:2]1[N:3]=[C:4]([CH3:16])[C:5]2[CH:11]=[C:10]([C:22]3[S:23][CH:24]=[CH:25][N:26]=3)[C:9](=[O:13])[N:8]([CH2:14][CH3:15])[C:6]=2[N:7]=1. The catalyst class is: 109. (6) Reactant: [NH:1]1[CH:5]=[CH:4][CH:3]=[C:2]1[C:6]1[N:10]([C:11]2[CH:16]=[CH:15][C:14]([OH:17])=[CH:13][CH:12]=2)[C:9]2[CH:18]=[CH:19][CH:20]=[CH:21][C:8]=2[N:7]=1.C1OCCOCCOCCOCCOCCOC1.C[Si]([N-][Si](C)(C)C)(C)C.[K+].[C:50]1([CH3:56])[CH:55]=[CH:54][CH:53]=[CH:52][CH:51]=1.C(Br)C1C=CC=CC=1. Product: [CH2:56]([O:17][C:14]1[CH:13]=[CH:12][C:11]([N:10]2[C:9]3[CH:18]=[CH:19][CH:20]=[CH:21][C:8]=3[N:7]=[C:6]2[C:2]2[NH:1][CH:5]=[CH:4][CH:3]=2)=[CH:16][CH:15]=1)[C:50]1[CH:55]=[CH:54][CH:53]=[CH:52][CH:51]=1. The catalyst class is: 49. (7) Reactant: CC(C)([O-])C.[Na+].Cl[C:8]1[C:13]([CH2:14][NH:15][CH2:16][CH:17]([C:19]2[CH:24]=[C:23]([CH3:25])[CH:22]=[CH:21][N:20]=2)[OH:18])=[CH:12][CH:11]=[C:10]([Cl:26])[N:9]=1.O. Product: [NH3:9].[Cl:26][C:10]1[CH:11]=[CH:12][C:13]2[CH2:14][NH:15][CH2:16][CH:17]([C:19]3[CH:24]=[C:23]([CH3:25])[CH:22]=[CH:21][N:20]=3)[O:18][C:8]=2[N:9]=1. The catalyst class is: 1.